From a dataset of Drug-target binding data from BindingDB using IC50 measurements. Regression. Given a target protein amino acid sequence and a drug SMILES string, predict the binding affinity score between them. We predict pIC50 (pIC50 = -log10(IC50 in M); higher means more potent). Dataset: bindingdb_ic50. The compound is CCc1nc2ccc(C3CCN(CC(=O)N4CC(O)C4)CC3)nn2c1N(C)c1nc(-c2ccc(F)cc2)cs1. The target protein (Q9R1E6) has sequence MARQGCFGSYQVISLFTFAIGVNLCLGFTASRIKRAEWDEGPPTVLSDSPWTNTSGSCKGRCFELQEVGPPDCRCDNLCKSYSSCCHDFDELCLKTARGWECTKDRCGEVRNEENACHCSEDCLSRGDCCTNYQVVCKGESHWVDDDCEEIRVPECPAGFVRPPLIIFSVDGFRASYMKKGSKVMPNIEKLRSCGTHAPYMRPVYPTKTFPNLYTLATGLYPESHGIVGNSMYDPVFDATFHLRGREKFNHRWWGGQPLWITATKQGVRAGTFFWSVSIPHERRILTILQWLSLPDNERPSVYAFYSEQPDFSGHKYGPFGPEMTNPLREIDKTVGQLMDGLKQLKLHRCVNVIFVGDHGMEDVTCDRTEFLSNYLTNVDDITLVPGTLGRIRPKIPNNLKYDPKAIIANLTCKKPDQHFKPYMKQHLPKRLHYANNRRIEDLHLLVERRWHVARKPLDVYKKPSGKCFFQGDHGFDNKVNSMQTVFVGYGPTFKYRTKV.... The pIC50 is 7.3.